From a dataset of Catalyst prediction with 721,799 reactions and 888 catalyst types from USPTO. Predict which catalyst facilitates the given reaction. (1) Reactant: [CH:1]1([N:4]([CH2:39][C:40]2[CH:45]=[CH:44][CH:43]=[C:42]([Cl:46])[C:41]=2[Cl:47])[C:5](=[O:38])[CH:6]([CH2:18][C:19]2[CH:24]=[CH:23][C:22]([O:25][CH2:26][CH2:27][O:28][C:29]3[C:34]([Cl:35])=[CH:33][C:32]([CH3:36])=[CH:31][C:30]=3[Cl:37])=[CH:21][CH:20]=2)[CH2:7][NH:8][CH2:9][CH2:10][CH2:11][CH2:12][CH2:13][C:14]([O:16]C)=[O:15])[CH2:3][CH2:2]1.CO.[OH-].[Na+]. Product: [CH:1]1([N:4]([CH2:39][C:40]2[CH:45]=[CH:44][CH:43]=[C:42]([Cl:46])[C:41]=2[Cl:47])[C:5](=[O:38])[CH:6]([CH2:18][C:19]2[CH:24]=[CH:23][C:22]([O:25][CH2:26][CH2:27][O:28][C:29]3[C:34]([Cl:35])=[CH:33][C:32]([CH3:36])=[CH:31][C:30]=3[Cl:37])=[CH:21][CH:20]=2)[CH2:7][NH:8][CH2:9][CH2:10][CH2:11][CH2:12][CH2:13][C:14]([OH:16])=[O:15])[CH2:2][CH2:3]1. The catalyst class is: 1. (2) Reactant: [Cl:1][C:2]1[CH:3]=[C:4]([NH:9][C:10]2[C:19]3[C:14](=[CH:15][C:16]([O:40][CH3:41])=[C:17]([O:20][CH2:21][CH2:22][CH2:23][N:24]4[CH2:29][CH2:28][CH:27]5[N:30](C(OC(C)(C)C)=O)[CH2:31][CH2:32][CH:26]5[CH2:25]4)[CH:18]=3)[N:13]=[CH:12][N:11]=2)[CH:5]=[CH:6][C:7]=1[F:8].C(Cl)Cl.Cl. Product: [Cl:1][C:2]1[CH:3]=[C:4]([NH:9][C:10]2[C:19]3[C:14](=[CH:15][C:16]([O:40][CH3:41])=[C:17]([O:20][CH2:21][CH2:22][CH2:23][N:24]4[CH2:29][CH2:28][CH:27]5[NH:30][CH2:31][CH2:32][CH:26]5[CH2:25]4)[CH:18]=3)[N:13]=[CH:12][N:11]=2)[CH:5]=[CH:6][C:7]=1[F:8]. The catalyst class is: 5. (3) Reactant: Cl[C:2]1[CH:11]=[N:10][C:9]2[C:8]([C:12]([O:14][CH3:15])=[O:13])=[C:7]([O:16][CH3:17])[CH:6]=[CH:5][C:4]=2[N:3]=1.[CH2:18]([NH2:25])[C:19]1[CH:24]=[CH:23][CH:22]=[CH:21][CH:20]=1.C(=O)(O)[O-].[Na+]. Product: [CH3:17][O:16][C:7]1[CH:6]=[CH:5][C:4]2[N:3]=[C:2]([NH:25][CH2:18][C:19]3[CH:24]=[CH:23][CH:22]=[CH:21][CH:20]=3)[CH:11]=[N:10][C:9]=2[C:8]=1[C:12]([O:14][CH3:15])=[O:13]. The catalyst class is: 7. (4) Reactant: [Cl:1][C:2]1[CH:3]=[C:4]([N+:14]([O-])=O)[C:5]([CH2:12][CH3:13])=[C:6]([CH:11]=1)[C:7]([O:9][CH3:10])=[O:8].[Cl-].[NH4+]. Product: [NH2:14][C:4]1[C:5]([CH2:12][CH3:13])=[C:6]([CH:11]=[C:2]([Cl:1])[CH:3]=1)[C:7]([O:9][CH3:10])=[O:8]. The catalyst class is: 406. (5) Reactant: ClC1C=CC=C(C(OO)=[O:9])C=1.[CH3:12][S:13][C:14]1[CH:15]=[CH:16][C:17]2[N:18]([N:20]=[C:21]([C:34]3[CH:39]=[CH:38][CH:37]=[CH:36][CH:35]=3)[C:22]=2[CH2:23][C:24]2[N:29]=[C:28]([C:30]([O:32][CH3:33])=[O:31])[CH:27]=[CH:26][CH:25]=2)[CH:19]=1.C(=O)(O)[O-].[Na+]. Product: [CH3:12][S:13]([C:14]1[CH:15]=[CH:16][C:17]2[N:18]([N:20]=[C:21]([C:34]3[CH:39]=[CH:38][CH:37]=[CH:36][CH:35]=3)[C:22]=2[CH2:23][C:24]2[N:29]=[C:28]([C:30]([O:32][CH3:33])=[O:31])[CH:27]=[CH:26][CH:25]=2)[CH:19]=1)=[O:9]. The catalyst class is: 4. (6) Reactant: C(N(CC)CC)C.[F:8][C:9]1[CH:10]=[C:11]([S:16][C:17]2[N:18]=[C:19]3[C:25]([NH:26][C:27](=[O:54])[C:28]4[CH:33]=[CH:32][C:31]([N:34]5[CH2:39][CH2:38][N:37]([CH3:40])[CH2:36][CH2:35]5)=[CH:30][C:29]=4[N:41]([CH:48]4[CH2:53][CH2:52][O:51][CH2:50][CH2:49]4)C(=O)C(F)(F)F)=[N:24][N:23](C(=O)C4C=CC(N5CCN(C)CC5)=CC=4N(C4CCOCC4)C(=O)C(F)(F)F)[C:20]3=[N:21][CH:22]=2)[CH:12]=[C:13]([F:15])[CH:14]=1. Product: [F:8][C:9]1[CH:10]=[C:11]([S:16][C:17]2[N:18]=[C:19]3[C:25]([NH:26][C:27](=[O:54])[C:28]4[CH:33]=[CH:32][C:31]([N:34]5[CH2:35][CH2:36][N:37]([CH3:40])[CH2:38][CH2:39]5)=[CH:30][C:29]=4[NH:41][CH:48]4[CH2:49][CH2:50][O:51][CH2:52][CH2:53]4)=[N:24][NH:23][C:20]3=[N:21][CH:22]=2)[CH:12]=[C:13]([F:15])[CH:14]=1. The catalyst class is: 5. (7) Reactant: [C:1]([NH:4][C@H:5]1[CH2:9][CH2:8][NH:7][CH2:6]1)(=[O:3])[CH3:2].[Cl:10][C:11]1[N:20]=[C:19](Cl)[C:18]2[C:13](=[CH:14][C:15]([C:22]([F:25])([F:24])[F:23])=[CH:16][CH:17]=2)[N:12]=1. Product: [Cl:10][C:11]1[N:20]=[C:19]([N:7]2[CH2:8][CH2:9][C@H:5]([NH:4][C:1](=[O:3])[CH3:2])[CH2:6]2)[C:18]2[C:13](=[CH:14][C:15]([C:22]([F:23])([F:24])[F:25])=[CH:16][CH:17]=2)[N:12]=1. The catalyst class is: 8.